Task: Predict the reaction yield, written as a fraction of the theoretical maximum amount of product (1.0 means a 100% yield; for example, 0.34 means a 34% yield).. Dataset: Reaction yield outcomes from USPTO patents with 853,638 reactions (1) The reactants are [NH2:1][C:2]1[CH:3]=[C:4]([NH:9][C:10](=[O:16])[O:11][C:12](C)(C)C)[CH:5]=[CH:6][C:7]=1I.IC1C=C[C:21]([NH:24]C(=O)OC(C)(C)C)=CC=1[N+]([O-])=O.O.NN. The catalyst is CO.O.O.O.O.O.O.[Fe](Cl)(Cl)Cl. The product is [NH2:1][C:2]1[CH:7]=[CH:6][C:5]([C:21]#[N:24])=[C:4]([NH:9][C:10](=[O:16])[O:11][CH3:12])[CH:3]=1. The yield is 0.550. (2) The reactants are [CH3:1][O:2][C:3]1[CH:43]=[CH:42][C:6]([CH2:7][N:8]([CH2:33][C:34]2[CH:39]=[CH:38][C:37]([O:40][CH3:41])=[CH:36][CH:35]=2)[C:9]2[N:14]=[C:13]([CH3:15])[N:12]=[C:11]([C:16]3[C:17]([NH:24][C:25]4[CH:26]=[N:27][C:28]([O:31][CH3:32])=[CH:29][CH:30]=4)=[N:18][CH:19]=[C:20]([CH:23]=3)[CH:21]=O)[N:10]=2)=[CH:5][CH:4]=1.[C:44]1([CH3:50])[CH:49]=CC=CC=1.CO.[C:53]([BH3-])#[N:54].[Na+].[C:57](O)(=[O:59])C. No catalyst specified. The product is [CH3:41][O:40][C:37]1[CH:38]=[CH:39][C:34]([CH2:33][N:8]([CH2:7][C:6]2[CH:5]=[CH:4][C:3]([O:2][CH3:1])=[CH:43][CH:42]=2)[C:9]2[N:10]=[C:11]([C:16]3[C:17]([NH:24][C:25]4[CH:26]=[N:27][C:28]([O:31][CH3:32])=[CH:29][CH:30]=4)=[N:18][CH:19]=[C:20]([CH2:21][N:54]4[CH2:53][CH2:57][O:59][CH2:49][C@@H:44]4[CH3:50])[CH:23]=3)[N:12]=[C:13]([CH3:15])[N:14]=2)=[CH:35][CH:36]=1. The yield is 0.276. (3) The yield is 0.700. The product is [CH3:1][N:2]1[CH2:7][CH2:6][CH:5]([C:8]2[C:16]3[C:11](=[CH:12][CH:13]=[C:14]([O:17][S:26]([C:20]4[CH:25]=[CH:24][CH:23]=[CH:22][CH:21]=4)(=[O:28])=[O:27])[CH:15]=3)[NH:10][CH:9]=2)[CH2:4][CH2:3]1. The catalyst is CN(C)C=O. The reactants are [CH3:1][N:2]1[CH2:7][CH2:6][CH:5]([C:8]2[C:16]3[C:11](=[CH:12][CH:13]=[C:14]([OH:17])[CH:15]=3)[NH:10][CH:9]=2)[CH2:4][CH2:3]1.[H-].[Na+].[C:20]1([S:26](Cl)(=[O:28])=[O:27])[CH:25]=[CH:24][CH:23]=[CH:22][CH:21]=1.O. (4) The reactants are [NH2:1][C:2]1[CH:3]=[C:4]2[C:8](=[CH:9][CH:10]=1)[N:7]([CH2:11][CH2:12][CH3:13])[C:6](=[O:14])[C:5]12[CH2:16][CH2:15]1.[Cl:17][C:18]1[CH:19]=[C:20]([CH2:25][S:26](Cl)(=[O:28])=[O:27])[CH:21]=[CH:22][C:23]=1[Cl:24].N1C=CC=CC=1.CS(C)=O. The catalyst is C(#N)C. The product is [Cl:17][C:18]1[CH:19]=[C:20]([CH2:25][S:26]([NH:1][C:2]2[CH:3]=[C:4]3[C:8](=[CH:9][CH:10]=2)[N:7]([CH2:11][CH2:12][CH3:13])[C:6](=[O:14])[C:5]23[CH2:16][CH2:15]2)(=[O:28])=[O:27])[CH:21]=[CH:22][C:23]=1[Cl:24]. The yield is 0.680.